From a dataset of Full USPTO retrosynthesis dataset with 1.9M reactions from patents (1976-2016). Predict the reactants needed to synthesize the given product. Given the product [CH2:50]([N:3]([CH2:1][CH3:2])[C:4]([C:6]1[CH:11]=[C:10]([C:12]2[CH:13]=[N:14][N:15]([CH2:17][CH2:18][CH2:19][OH:20])[CH:16]=2)[CH:9]=[CH:8][C:7]=1[NH:21][C:22]1[C:27]([C:28]([F:29])([F:30])[F:31])=[CH:26][N:25]=[C:24]([NH:32][C:33]2[CH:47]=[CH:46][C:36]([CH2:37][P:38](=[O:42])([OH:45])[O:39][CH2:40][CH3:41])=[CH:35][C:34]=2[O:48][CH3:49])[N:23]=1)=[O:5])[CH3:51], predict the reactants needed to synthesize it. The reactants are: [CH2:1]([N:3]([CH2:50][CH3:51])[C:4]([C:6]1[CH:11]=[C:10]([C:12]2[CH:13]=[N:14][N:15]([CH2:17][CH2:18][CH2:19][OH:20])[CH:16]=2)[CH:9]=[CH:8][C:7]=1[NH:21][C:22]1[C:27]([C:28]([F:31])([F:30])[F:29])=[CH:26][N:25]=[C:24]([NH:32][C:33]2[CH:47]=[CH:46][C:36]([CH2:37][P:38](=[O:45])([O:42]CC)[O:39][CH2:40][CH3:41])=[CH:35][C:34]=2[O:48][CH3:49])[N:23]=1)=[O:5])[CH3:2].[I-].[Na+].